Dataset: Full USPTO retrosynthesis dataset with 1.9M reactions from patents (1976-2016). Task: Predict the reactants needed to synthesize the given product. (1) Given the product [CH3:26][O:25][C:10]1[CH:11]=[C:12]([CH:15]=[CH:16][C:17](=[O:24])[C:18]2[CH:19]=[CH:20][CH:21]=[CH:22][CH:23]=2)[CH:13]=[CH:14][C:9]=1[CH:8]=[CH:7][C:6]([OH:27])=[O:5], predict the reactants needed to synthesize it. The reactants are: C([O:5][C:6](=[O:27])[CH:7]=[CH:8][C:9]1[CH:14]=[CH:13][C:12]([CH:15]=[CH:16][C:17](=[O:24])[C:18]2[CH:23]=[CH:22][CH:21]=[CH:20][CH:19]=2)=[CH:11][C:10]=1[O:25][CH3:26])(C)(C)C.C(O)(C(F)(F)F)=O. (2) Given the product [F:13][C:14]1[N:19]=[C:18]([C:20]2[CH:21]=[N:22][CH:23]=[CH:24][CH:25]=2)[CH:17]=[CH:16][C:15]=1[B:26]([OH:31])[OH:27], predict the reactants needed to synthesize it. The reactants are: C(NC(C)C)(C)C.C([Li])CCC.[F:13][C:14]1[N:19]=[C:18]([C:20]2[CH:21]=[N:22][CH:23]=[CH:24][CH:25]=2)[CH:17]=[CH:16][CH:15]=1.[B:26](OC(C)C)([O:31]C(C)C)[O:27]C(C)C.